From a dataset of Forward reaction prediction with 1.9M reactions from USPTO patents (1976-2016). Predict the product of the given reaction. (1) Given the reactants Br[C:2]1[C:11]2[C:6](=[C:7]([F:13])[C:8]([Cl:12])=[CH:9][CH:10]=2)[N:5]=[C:4]([C:14]2[CH:19]=[CH:18][CH:17]=[CH:16][CH:15]=2)[CH:3]=1.C1COCC1.C([Li])CCC.C(O)(=O)C, predict the reaction product. The product is: [Cl:12][C:8]1[C:7]([F:13])=[C:6]2[C:11]([CH:2]=[CH:3][C:4]([C:14]3[CH:19]=[CH:18][CH:17]=[CH:16][CH:15]=3)=[N:5]2)=[CH:10][CH:9]=1. (2) Given the reactants [H-].[Na+].CN(C)C=O.[I:8][C:9]1[CH:10]=[C:11]([OH:15])[CH:12]=[CH:13][CH:14]=1.Br[CH2:17][O:18][CH3:19], predict the reaction product. The product is: [I:8][C:9]1[CH:14]=[CH:13][CH:12]=[C:11]([O:15][CH2:17][O:18][CH3:19])[CH:10]=1. (3) Given the reactants C(OC(=O)COC1C=CC(Cl)=CC=1C#CC1C=C(S(CCC)(=O)=O)C=CC=1F)(C)(C)C.[C:32]([O:36][C:37](=[O:49])[CH2:38][O:39][C:40]1[CH:45]=[CH:44][C:43]([Cl:46])=[CH:42][C:41]=1[C:47]#[CH:48])([CH3:35])([CH3:34])[CH3:33].Br[C:51]1[C:56]([CH3:57])=[CH:55][C:54]([NH:58][C:59](=[O:61])[CH3:60])=[C:53]([S:62]([CH2:65][CH2:66][CH3:67])(=[O:64])=[O:63])[CH:52]=1, predict the reaction product. The product is: [C:32]([O:36][C:37](=[O:49])[CH2:38][O:39][C:40]1[CH:45]=[CH:44][C:43]([Cl:46])=[CH:42][C:41]=1[C:47]#[C:48][C:51]1[CH:52]=[C:53]([S:62]([CH2:65][CH2:66][CH3:67])(=[O:64])=[O:63])[C:54]([NH:58][C:59](=[O:61])[CH3:60])=[CH:55][C:56]=1[CH3:57])([CH3:35])([CH3:34])[CH3:33]. (4) Given the reactants [F:1][C:2]1[CH:7]=[CH:6][C:5]([N:8]2[C:11](=[O:12])[C@H:10]([S:13][CH2:14][C:15]([C:17]3[CH:22]=[CH:21][C:20]([F:23])=[CH:19][CH:18]=3)=[O:16])[C@H:9]2[C:24]2[CH:39]=[CH:38][C:27]([O:28][CH2:29][C:30]([NH:32][C@H:33]([C:35]([OH:37])=O)[CH3:34])=[O:31])=[CH:26][CH:25]=2)=[CH:4][CH:3]=1.Cl.C([O:45][C:46](=[O:52])[C@@H:47]([CH:49]([CH3:51])[CH3:50])[NH2:48])(C)(C)C.CN1CCOCC1.CN(C(ON1N=NC2C=CC=CC1=2)=[N+](C)C)C.[B-](F)(F)(F)F.C(O)(C(F)(F)F)=O, predict the reaction product. The product is: [F:1][C:2]1[CH:3]=[CH:4][C:5]([N:8]2[C:11](=[O:12])[C@H:10]([S:13][CH2:14][CH:15]([C:17]3[CH:18]=[CH:19][C:20]([F:23])=[CH:21][CH:22]=3)[OH:16])[C@H:9]2[C:24]2[CH:25]=[CH:26][C:27]([O:28][CH2:29][C:30]([NH:32][C@H:33]([C:35]([NH:48][C@@H:47]([C:46]([OH:52])=[O:45])[CH:49]([CH3:51])[CH3:50])=[O:37])[CH3:34])=[O:31])=[CH:38][CH:39]=2)=[CH:6][CH:7]=1. (5) Given the reactants [CH3:1][O:2][C:3](=[O:20])[CH2:4][C:5]1[C:9]2[C:10]([C:16]([F:19])([F:18])[F:17])=[CH:11][C:12]([O:14]C)=[CH:13][C:8]=2[S:7][CH:6]=1.CC(O)=O.Br, predict the reaction product. The product is: [CH3:1][O:2][C:3](=[O:20])[CH2:4][C:5]1[C:9]2[C:10]([C:16]([F:19])([F:17])[F:18])=[CH:11][C:12]([OH:14])=[CH:13][C:8]=2[S:7][CH:6]=1. (6) The product is: [Br:1][C:2]1[CH:3]=[CH:4][C:5]([CH2:6][CH:7]([C:8]([OH:10])=[O:9])[C:12]([OH:14])=[O:13])=[CH:16][CH:17]=1. Given the reactants [Br:1][C:2]1[CH:17]=[CH:16][C:5]([CH2:6][CH:7]([C:12]([O:14]C)=[O:13])[C:8]([O:10]C)=[O:9])=[CH:4][CH:3]=1.[OH-].[K+], predict the reaction product. (7) Given the reactants [C:1]([O:4][C:5]1[CH:24]=[CH:23][C:8]([C:9]2[CH2:10][O:11][C:12]3[C:17]([CH:18]=2)=[CH:16][CH:15]=[C:14]([O:19][C:20](=[O:22])[CH3:21])[CH:13]=3)=[CH:7][CH:6]=1)(=[O:3])[CH3:2].[CH:25]1C=CC([C+](C2C=CC=CC=2)C2C=CC=CC=2)=C[CH:26]=1.F[P-](F)(F)(F)(F)F.C([Zn]CC)C, predict the reaction product. The product is: [C:1]([O:4][C:5]1[CH:24]=[CH:23][C:8]([C:9]2[CH:10]([CH2:25][CH3:26])[O:11][C:12]3[C:17]([CH:18]=2)=[CH:16][CH:15]=[C:14]([O:19][C:20](=[O:22])[CH3:21])[CH:13]=3)=[CH:7][CH:6]=1)(=[O:3])[CH3:2]. (8) Given the reactants [Cl:1][C:2]1[CH:7]=[CH:6][C:5]([NH:8][C:9]([NH:11][C:12]2[CH:17]=[CH:16][C:15]([CH2:18][NH:19][C:20]3[C:29]4[C:24](=[CH:25][CH:26]=[C:27]([CH3:30])[CH:28]=4)[N:23]=[C:22](Cl)[N:21]=3)=[CH:14][CH:13]=2)=[O:10])=[CH:4][CH:3]=1.Cl.[CH3:33][NH:34][CH3:35], predict the reaction product. The product is: [Cl:1][C:2]1[CH:7]=[CH:6][C:5]([NH:8][C:9]([NH:11][C:12]2[CH:17]=[CH:16][C:15]([CH2:18][NH:19][C:20]3[C:29]4[C:24](=[CH:25][CH:26]=[C:27]([CH3:30])[CH:28]=4)[N:23]=[C:22]([N:34]([CH3:35])[CH3:33])[N:21]=3)=[CH:14][CH:13]=2)=[O:10])=[CH:4][CH:3]=1.